Dataset: Reaction yield outcomes from USPTO patents with 853,638 reactions. Task: Predict the reaction yield, written as a fraction of the theoretical maximum amount of product (1.0 means a 100% yield; for example, 0.34 means a 34% yield). (1) The reactants are N1C=CC=CC=1.[CH2:7]([O:14][N:15]1[C:21](=[O:22])[N:20]2[CH2:23][C@H:16]1[CH2:17][CH2:18][C@H:19]2[C:24]([NH:26][NH:27][C:28](=O)[CH2:29][C:30]1([NH:33][C:34](=[O:40])[O:35][C:36]([CH3:39])([CH3:38])[CH3:37])[CH2:32][CH2:31]1)=[O:25])[C:8]1[CH:13]=[CH:12][CH:11]=[CH:10][CH:9]=1.O(S(C(F)(F)F)(=O)=O)S(C(F)(F)F)(=O)=O.C([O-])(O)=O.[Na+]. The catalyst is C(Cl)Cl. The product is [CH2:7]([O:14][N:15]1[C:21](=[O:22])[N:20]2[CH2:23][C@H:16]1[CH2:17][CH2:18][C@H:19]2[C:24]1[O:25][C:28]([CH2:29][C:30]2([NH:33][C:34](=[O:40])[O:35][C:36]([CH3:37])([CH3:38])[CH3:39])[CH2:32][CH2:31]2)=[N:27][N:26]=1)[C:8]1[CH:13]=[CH:12][CH:11]=[CH:10][CH:9]=1. The yield is 0.650. (2) The reactants are [N:1]1([C:10]([O:12][C:13]([CH3:16])([CH3:15])[CH3:14])=[O:11])[CH:5]2[CH2:6][NH:7][CH2:8][CH2:9][CH:4]2[CH2:3][CH2:2]1.C([O-])([O-])=O.[K+].[K+].Br[CH2:24][CH2:25][CH2:26][Cl:27]. The catalyst is CC(C)=O.O. The product is [C:13]([O:12][C:10]([N:1]1[CH:5]2[CH2:6][N:7]([CH2:24][CH2:25][CH2:26][Cl:27])[CH2:8][CH2:9][CH:4]2[CH2:3][CH2:2]1)=[O:11])([CH3:16])([CH3:15])[CH3:14]. The yield is 0.750. (3) The reactants are I[C:2]1[CH:3]=[C:4]([CH:8]=[C:9]([N+:11]([O-:13])=[O:12])[CH:10]=1)[C:5]([OH:7])=[O:6].B(O)(O)[C:15]1[CH:16]=[CH:17][C:18]([CH3:21])=[CH:19][CH:20]=1.C([O-])([O-])=O.[Cs+].[Cs+].[OH-].[Na+]. The catalyst is C1(C)C=CC=CC=1.C(O)C.O.C1C=CC([P]([Pd]([P](C2C=CC=CC=2)(C2C=CC=CC=2)C2C=CC=CC=2)([P](C2C=CC=CC=2)(C2C=CC=CC=2)C2C=CC=CC=2)[P](C2C=CC=CC=2)(C2C=CC=CC=2)C2C=CC=CC=2)(C2C=CC=CC=2)C2C=CC=CC=2)=CC=1. The product is [CH3:21][C:18]1[CH:19]=[CH:20][C:15]([C:2]2[CH:10]=[C:9]([N+:11]([O-:13])=[O:12])[CH:8]=[C:4]([C:5]([OH:7])=[O:6])[CH:3]=2)=[CH:16][CH:17]=1. The yield is 0.972. (4) The reactants are Cl[C:2]1[CH:7]=[N:6][CH:5]=[C:4]([Cl:8])[N:3]=1.[NH:9]1[CH2:14][CH2:13][O:12][CH2:11][CH2:10]1. The catalyst is CC#N. The product is [Cl:8][C:4]1[N:3]=[C:2]([N:9]2[CH2:14][CH2:13][O:12][CH2:11][CH2:10]2)[CH:7]=[N:6][CH:5]=1. The yield is 0.750.